This data is from Catalyst prediction with 721,799 reactions and 888 catalyst types from USPTO. The task is: Predict which catalyst facilitates the given reaction. (1) Reactant: [C:1]([O:5][CH2:6][CH2:7][CH2:8][CH3:9])(=[O:4])[CH:2]=[CH2:3].C(O)(=O)C1C=CC=CC=1.[C:19]([C:23]1[CH:28]=[C:27]([C:29]([CH3:32])([CH3:31])[CH3:30])[CH:26]=[C:25]([CH2:33]OCCCC)[C:24]=1[OH:39])([CH3:22])([CH3:21])[CH3:20]. Product: [C:29]([C:27]1[CH:26]=[C:25]2[C:24](=[C:23]([C:19]([CH3:22])([CH3:21])[CH3:20])[CH:28]=1)[O:39][CH:2]([C:1]([O:5][CH2:6][CH2:7][CH2:8][CH3:9])=[O:4])[CH2:3][CH2:33]2)([CH3:31])([CH3:32])[CH3:30]. The catalyst class is: 51. (2) Reactant: C[O:2][CH:3](OC)[C:4]1[CH:8]=[C:7]([C:9]2[CH:10]=[C:11]([CH:14]=[CH:15][CH:16]=2)[C:12]#[N:13])[N:6]([CH2:17][CH3:18])[N:5]=1.C(O)(C(F)(F)F)=O.O. Product: [CH2:17]([N:6]1[C:7]([C:9]2[CH:10]=[C:11]([CH:14]=[CH:15][CH:16]=2)[C:12]#[N:13])=[CH:8][C:4]([CH:3]=[O:2])=[N:5]1)[CH3:18]. The catalyst class is: 1. (3) Reactant: C(OC(=O)[NH:7][C:8]1[C:13]([CH2:14][CH2:15][CH3:16])=[CH:12][CH:11]=[CH:10][N:9]=1)(C)(C)C.[OH-].[Na+]. Product: [CH2:14]([C:13]1[C:8]([NH2:7])=[N:9][CH:10]=[CH:11][CH:12]=1)[CH2:15][CH3:16]. The catalyst class is: 14. (4) Product: [CH3:19][C:18]([CH3:21])([CH3:20])[CH2:17][C@H:16]([C:22]([N:24]1[CH2:47][CH2:46][CH2:45][C@H:25]1[C:26]([NH:28][CH2:29][C:30]1[CH:35]=[C:34]([C:36]([F:37])([F:38])[F:39])[CH:33]=[CH:32][C:31]=1[N:40]1[CH:44]=[N:43][N:42]=[N:41]1)=[O:27])=[O:23])[NH2:15]. The catalyst class is: 2. Reactant: C(O)(C(F)(F)F)=O.C(OC([NH:15][C@@H:16]([C:22]([N:24]1[CH2:47][CH2:46][CH2:45][C@H:25]1[C:26]([NH:28][CH2:29][C:30]1[CH:35]=[C:34]([C:36]([F:39])([F:38])[F:37])[CH:33]=[CH:32][C:31]=1[N:40]1[CH:44]=[N:43][N:42]=[N:41]1)=[O:27])=[O:23])[CH2:17][C:18]([CH3:21])([CH3:20])[CH3:19])=O)(C)(C)C. (5) Reactant: C1O[C:4]2([CH2:11][CH2:10][CH:9]3[CH2:12][CH:5]2[CH2:6][CH2:7][CH:8]3[NH:13][C:14]([O:16][CH2:17][C:18]2[CH:23]=[CH:22][CH:21]=[CH:20][CH:19]=2)=[O:15])[O:3]C1.Cl. Product: [CH2:17]([O:16][C:14](=[O:15])[NH:13][CH:8]1[CH2:7][CH2:6][CH:5]2[CH2:12][CH:9]1[CH2:10][CH2:11][C:4]2=[O:3])[C:18]1[CH:23]=[CH:22][CH:21]=[CH:20][CH:19]=1. The catalyst class is: 21.